From a dataset of Full USPTO retrosynthesis dataset with 1.9M reactions from patents (1976-2016). Predict the reactants needed to synthesize the given product. (1) Given the product [C:1]([O:12][CH3:13])(=[O:11])[CH2:2][CH2:3][CH2:4][CH2:5][CH2:6][CH2:7][CH2:8][CH:9]=[CH2:10], predict the reactants needed to synthesize it. The reactants are: [C:1]([OH:12])(=[O:11])[CH2:2][CH2:3][CH2:4][CH2:5][CH2:6][CH2:7][CH2:8][CH:9]=[CH2:10].[C:13]1(C)C=CC(S(O)(=O)=O)=CC=1. (2) The reactants are: [NH:1]1[CH2:6][CH2:5][CH:4]([C:7]2[CH:12]=[CH:11][CH:10]=[C:9]([C:13]([F:16])([F:15])[F:14])[C:8]=2[OH:17])[CH2:3][CH2:2]1.C(=O)([O-])[O-].[K+].[K+].[CH:24](Br)([CH3:26])[CH3:25]. Given the product [CH:24]([N:1]1[CH2:6][CH2:5][CH:4]([C:7]2[CH:12]=[CH:11][CH:10]=[C:9]([C:13]([F:15])([F:16])[F:14])[C:8]=2[OH:17])[CH2:3][CH2:2]1)([CH3:26])[CH3:25], predict the reactants needed to synthesize it. (3) Given the product [C:28]1([C:19]2[CH:20]=[CH:21][CH:22]=[CH:23][CH:24]=2)[CH:29]=[CH:30][C:31]([C:6]([N:8]2[CH2:12][C:11](=[N:13][O:14][CH3:15])[CH2:10][C@H:9]2[C:16]([NH:34][CH2:35][CH:36]([OH:37])[C:38]2[CH:43]=[CH:42][CH:41]=[C:40]([OH:44])[CH:39]=2)=[O:18])=[O:7])=[CH:32][CH:33]=1, predict the reactants needed to synthesize it. The reactants are: C(O[C:6]([N:8]1[CH2:12][C:11](=[N:13][O:14][CH3:15])[CH2:10][C@H:9]1[C:16]([OH:18])=O)=[O:7])(C)(C)C.[C:19]1([C:28]2[CH:33]=[CH:32][CH:31]=[CH:30][CH:29]=2)[CH:24]=[CH:23][C:22](C(Cl)=O)=[CH:21][CH:20]=1.[NH2:34][CH2:35][CH:36]([C:38]1[CH:39]=[C:40]([OH:44])[CH:41]=[CH:42][CH:43]=1)[OH:37].